From a dataset of Full USPTO retrosynthesis dataset with 1.9M reactions from patents (1976-2016). Predict the reactants needed to synthesize the given product. (1) Given the product [OH:8][C:7]1[CH:6]=[C:5]([CH2:4][CH2:3][NH:2][C:25](=[O:28])[CH:26]=[CH2:27])[CH:12]=[CH:11][C:9]=1[OH:10], predict the reactants needed to synthesize it. The reactants are: Cl.[NH2:2][CH2:3][CH2:4][C:5]1[CH:12]=[CH:11][C:9]([OH:10])=[C:7]([OH:8])[CH:6]=1.C(N(CC)CC)C.C[Si](C)(C)Cl.[C:25](Cl)(=[O:28])[CH:26]=[CH2:27]. (2) Given the product [F:37][CH:2]([F:1])[C:3]1[CH:7]=[C:6]([CH:8]([F:10])[F:9])[N:5]([CH2:11][C:12]([N:14]2[CH2:15][CH2:16][CH:17]([C:20]3[S:21][CH:22]=[C:23]([C:25]4[CH2:29][CH:28]([C:30]5[CH:35]=[CH:34][CH:33]=[CH:32][C:31]=5[O:36][CH2:45][CH2:46][O:47][CH3:48])[O:27][N:26]=4)[N:24]=3)[CH2:18][CH2:19]2)=[O:13])[N:4]=1, predict the reactants needed to synthesize it. The reactants are: [F:1][CH:2]([F:37])[C:3]1[CH:7]=[C:6]([CH:8]([F:10])[F:9])[N:5]([CH2:11][C:12]([N:14]2[CH2:19][CH2:18][CH:17]([C:20]3[S:21][CH:22]=[C:23]([C:25]4[CH2:29][CH:28]([C:30]5[CH:35]=[CH:34][CH:33]=[CH:32][C:31]=5[OH:36])[O:27][N:26]=4)[N:24]=3)[CH2:16][CH2:15]2)=[O:13])[N:4]=1.C(=O)([O-])[O-].[K+].[K+].Br[CH2:45][CH2:46][O:47][CH3:48].[I-].[K+]. (3) Given the product [O:24]=[S:16]1(=[O:25])[C:17]2[CH:23]=[CH:22][CH:21]=[CH:20][C:18]=2[CH2:19][N:13]([C:4]2[CH:3]=[C:2]([NH:32][C@@H:27]3[CH2:28][CH2:29][CH2:30][CH2:31][C@H:26]3[NH2:33])[C:11]3[C:6](=[CH:7][CH:8]=[C:9]([CH3:12])[CH:10]=3)[N:5]=2)[CH2:14][CH2:15]1, predict the reactants needed to synthesize it. The reactants are: Cl[C:2]1[C:11]2[C:6](=[CH:7][CH:8]=[C:9]([CH3:12])[CH:10]=2)[N:5]=[C:4]([N:13]2[CH2:19][C:18]3[CH:20]=[CH:21][CH:22]=[CH:23][C:17]=3[S:16](=[O:25])(=[O:24])[CH2:15][CH2:14]2)[CH:3]=1.[C@@H:26]1([NH2:33])[CH2:31][CH2:30][CH2:29][CH2:28][C@H:27]1[NH2:32]. (4) Given the product [SH:10][C:9]1[NH:8][C:7]2[C:2]([N:1]=1)=[N:3][CH:4]=[CH:5][CH:6]=2, predict the reactants needed to synthesize it. The reactants are: [NH2:1][C:2]1[C:7]([NH2:8])=[CH:6][CH:5]=[CH:4][N:3]=1.[C:9](Cl)(Cl)=[S:10].C(N(CC)CC)C. (5) Given the product [Cl:2][Ti:10]([O:15][CH:16]([CH3:18])[CH3:17])([O:11][CH:12]([CH3:14])[CH3:13])[O:9][CH:6]([CH3:8])[CH3:7], predict the reactants needed to synthesize it. The reactants are: [Ti](Cl)(Cl)(Cl)[Cl:2].[CH:6]([O:9][Ti:10](OC(C)C)([O:15][CH:16]([CH3:18])[CH3:17])[O:11][CH:12]([CH3:14])[CH3:13])([CH3:8])[CH3:7].